This data is from Forward reaction prediction with 1.9M reactions from USPTO patents (1976-2016). The task is: Predict the product of the given reaction. (1) The product is: [CH3:6][NH:7][C@@H:8]1[CH2:13][CH2:12][CH2:11][CH2:10][C@H:9]1[OH:14]. Given the reactants C(O[C:6](=O)[NH:7][C@@H:8]1[CH2:13][CH2:12][CH2:11][CH2:10][C@H:9]1[OH:14])(C)(C)C.[H-].[Al+3].[Li+].[H-].[H-].[H-].O.[OH-].[Na+], predict the reaction product. (2) Given the reactants [C:1]([O:5][C:6](=[O:18])[CH2:7][CH2:8][C:9]1[CH:14]=[CH:13][C:12]([OH:15])=[CH:11][C:10]=1[CH2:16][NH2:17])([CH3:4])([CH3:3])[CH3:2].C(N(CC)CC)C.[C:26](Cl)(=[O:33])[C:27]1[CH:32]=[CH:31][CH:30]=[CH:29][CH:28]=1, predict the reaction product. The product is: [C:1]([O:5][C:6](=[O:18])[CH2:7][CH2:8][C:9]1[CH:14]=[CH:13][C:12]([OH:15])=[CH:11][C:10]=1[CH2:16][NH:17][C:26](=[O:33])[C:27]1[CH:32]=[CH:31][CH:30]=[CH:29][CH:28]=1)([CH3:4])([CH3:2])[CH3:3]. (3) Given the reactants [N+](C1C2=CC=C3C(N=C4C(C=CC=C4C(O)=O)=N3)=C2C=CC=1)([O-])=O.[N+:25]([C:28]1[CH:48]=[CH:47][C:31]2=[C:32]3[C:41](=[CH:42][CH:43]=[C:30]2[CH:29]=1)[N:40]=[C:39]1[C:34]([C:35]([C:44]([OH:46])=O)=[CH:36][CH:37]=[CH:38]1)=[N:33]3)([O-:27])=[O:26].[CH3:49][N:50]([CH3:55])[CH2:51][CH:52]([NH2:54])[CH3:53], predict the reaction product. The product is: [CH3:49][N:50]([CH3:55])[CH2:51][CH:52]([NH:54][C:44]([C:35]1[C:34]2[C:39](=[N:40][C:41]3[C:32]([N:33]=2)=[C:31]2[CH:47]=[CH:48][C:28]([N+:25]([O-:27])=[O:26])=[CH:29][C:30]2=[CH:43][CH:42]=3)[CH:38]=[CH:37][CH:36]=1)=[O:46])[CH3:53]. (4) Given the reactants [Br-].C[PH2+]([C:16]1[CH:21]=[CH:20][CH:19]=[CH:18][CH:17]=1)([C:16]1[CH:21]=[CH:20][CH:19]=[CH:18][CH:17]=1)[C:16]1[CH:21]=[CH:20][CH:19]=[CH:18][CH:17]=1.C1CCN2C(=NCCC2)CC1.[C:33]([O:37][C:38]([N:40]1[CH2:45]CCC(C=O)[CH2:41]1)=[O:39])([CH3:36])([CH3:35])[CH3:34], predict the reaction product. The product is: [C:33]([O:37][C:38]([N:40]1[CH2:45][CH2:17][CH2:18][CH:19]([CH2:20][CH:21]=[CH2:16])[CH2:41]1)=[O:39])([CH3:36])([CH3:35])[CH3:34]. (5) The product is: [O:8]1[C:12]2[CH:13]=[CH:14][CH:15]=[CH:16][C:11]=2[C:10]([NH:17][C:18]([N:20]2[CH2:25][CH2:24][N:23]([C:34]([O:36][CH:37]3[CH2:41][CH2:40][CH2:39][CH2:38]3)=[O:35])[CH2:22][CH2:21]2)=[O:19])=[N:9]1. Given the reactants FC(F)(F)C(O)=O.[O:8]1[C:12]2[CH:13]=[CH:14][CH:15]=[CH:16][C:11]=2[C:10]([NH:17][C:18]([N:20]2[CH2:25][CH2:24][NH:23][CH2:22][CH2:21]2)=[O:19])=[N:9]1.C(N(CC)CC)C.Cl[C:34]([O:36][CH:37]1[CH2:41][CH2:40][CH2:39][CH2:38]1)=[O:35].O, predict the reaction product. (6) Given the reactants [C:1]([C:5]1[N:6]=[C:7]([N:16]2[CH2:20][CH2:19][C:18]([F:22])([F:21])[CH2:17]2)[C:8]2[N:13]=[N:12][N:11]([CH2:14][CH3:15])[C:9]=2[N:10]=1)([CH3:4])([CH3:3])[CH3:2].C(C1N=C(N2CCC(F)(F)C2)C2N=NNC=2N=1)(C)(C)C.BrCC1[C:50]([Cl:51])=[CH:49][CH:48]=[CH:47][C:46]=1[Cl:52], predict the reaction product. The product is: [C:1]([C:5]1[N:6]=[C:7]([N:16]2[CH2:20][CH2:19][C:18]([F:21])([F:22])[CH2:17]2)[C:8]2[N:13]=[N:12][N:11]([CH2:14][C:15]3[C:50]([Cl:51])=[CH:49][CH:48]=[CH:47][C:46]=3[Cl:52])[C:9]=2[N:10]=1)([CH3:2])([CH3:3])[CH3:4]. (7) Given the reactants [C:1]([NH:4][C:5]1[CH:14]=[CH:13][C:12]2[C:7](=[CH:8][CH:9]=[CH:10][C:11]=2[N+:15]([O-])=O)[N:6]=1)(=[O:3])[CH3:2].[H][H], predict the reaction product. The product is: [C:1]([NH:4][C:5]1[CH:14]=[CH:13][C:12]2[C:7](=[CH:8][CH:9]=[CH:10][C:11]=2[NH2:15])[N:6]=1)(=[O:3])[CH3:2].